Dataset: Reaction yield outcomes from USPTO patents with 853,638 reactions. Task: Predict the reaction yield, written as a fraction of the theoretical maximum amount of product (1.0 means a 100% yield; for example, 0.34 means a 34% yield). (1) The reactants are [NH2:1][C:2]1[C:3]2[C:10]([C:11]3[CH:16]=[CH:15][C:14]([NH:17][C:18]([NH:20][C:21]4[CH:26]=[CH:25][CH:24]=[C:23]([CH3:27])[CH:22]=4)=[O:19])=[CH:13][CH:12]=3)=[C:9]([CH2:28][CH2:29][O:30][Si](C(C)(C)C)(C)C)[S:8][C:4]=2[N:5]=[CH:6][N:7]=1.CCCC[N+](CCCC)(CCCC)CCCC.[F-]. The catalyst is C1COCC1. The product is [NH2:1][C:2]1[C:3]2[C:10]([C:11]3[CH:16]=[CH:15][C:14]([NH:17][C:18]([NH:20][C:21]4[CH:26]=[CH:25][CH:24]=[C:23]([CH3:27])[CH:22]=4)=[O:19])=[CH:13][CH:12]=3)=[C:9]([CH2:28][CH2:29][OH:30])[S:8][C:4]=2[N:5]=[CH:6][N:7]=1. The yield is 0.750. (2) The reactants are [Cl:1][C:2]1[C:10]([C:11]([C:14]#[N:15])([CH3:13])[CH3:12])=[CH:9][CH:8]=[CH:7][C:3]=1[C:4]([OH:6])=O.C(Cl)(=O)C(Cl)=O.CN(C)C=O.[NH2:27][C:28]1[CH:29]=[C:30]([CH:47]=[CH:48][C:49]=1[F:50])[O:31][C:32]1[CH:44]=[CH:43][C:35]2[N:36]=[C:37]([NH:39][C:40](=[O:42])[CH3:41])[S:38][C:34]=2[C:33]=1[C:45]#[N:46]. The catalyst is O1CCCC1.C(OCC)(=O)C. The product is [C:40]([NH:39][C:37]1[S:38][C:34]2[C:33]([C:45]#[N:46])=[C:32]([O:31][C:30]3[CH:47]=[CH:48][C:49]([F:50])=[C:28]([NH:27][C:4](=[O:6])[C:3]4[CH:7]=[CH:8][CH:9]=[C:10]([C:11]([C:14]#[N:15])([CH3:13])[CH3:12])[C:2]=4[Cl:1])[CH:29]=3)[CH:44]=[CH:43][C:35]=2[N:36]=1)(=[O:42])[CH3:41]. The yield is 0.510. (3) The reactants are [CH3:1][O:2][C:3]([C:5]1[S:6][C:7]([C:11]#[C:12][C:13]([CH3:16])([CH3:15])[CH3:14])=[CH:8][C:9]=1Br)=[O:4].[NH2:17][C@H:18]([CH2:27][CH3:28])[C:19]([N:21]1[CH2:26][CH2:25][O:24][CH2:23][CH2:22]1)=[O:20].C([O-])([O-])=O.[Cs+].[Cs+]. The catalyst is C1(C)C=CC=CC=1.CCOC(C)=O.CC([O-])=O.CC([O-])=O.[Pd+2]. The product is [CH3:14][C:13]([CH3:16])([CH3:15])[C:12]#[C:11][C:7]1[S:6][C:5]([C:3]([O:2][CH3:1])=[O:4])=[C:9]([NH:17][C@@H:18]([C:19]([N:21]2[CH2:26][CH2:25][O:24][CH2:23][CH2:22]2)=[O:20])[CH2:27][CH3:28])[CH:8]=1. The yield is 0.610. (4) The reactants are [C:1]([O:5][C:6]([C:8]1([CH2:11][CH:12]=C)[CH2:10][CH2:9]1)=[O:7])([CH3:4])([CH3:3])[CH3:2].[O:14]=[O+][O-]. The catalyst is CO.ClCCl. The product is [C:1]([O:5][C:6]([C:8]1([CH2:11][CH:12]=[O:14])[CH2:10][CH2:9]1)=[O:7])([CH3:4])([CH3:3])[CH3:2]. The yield is 1.00. (5) The yield is 0.900. The product is [Br:1][C:2]1[CH:3]=[C:4]2[C:8](=[CH:9][CH:10]=1)[NH:7][C:6](=[O:11])[C:5]2=[CH:28][C:14]1[NH:15][C:16]([CH3:27])=[C:17]([CH2:18][CH2:19][CH2:20][N:21]2[CH2:22][CH2:23][O:24][CH2:25][CH2:26]2)[C:13]=1[CH3:12]. The reactants are [Br:1][C:2]1[CH:3]=[C:4]2[C:8](=[CH:9][CH:10]=1)[NH:7][C:6](=[O:11])[CH2:5]2.[CH3:12][C:13]1[C:17]([CH2:18][CH2:19][CH2:20][N:21]2[CH2:26][CH2:25][O:24][CH2:23][CH2:22]2)=[C:16]([CH3:27])[NH:15][C:14]=1[CH:28]=O. The catalyst is N1CCCC1.C(O)C. (6) The reactants are [Br:1][C:2]1[CH:3]=[C:4]([C:15]([NH:17][CH2:18][C:19]2[C:20]([CH3:36])=[CH:21][C:22]([CH2:27][NH:28]C(=O)OC(C)(C)C)=[N:23][C:24]=2[O:25]C)=[O:16])[C:5]2[C:6]([CH3:14])=[CH:7][N:8]([CH:11]([CH3:13])[CH3:12])[C:9]=2[CH:10]=1.Cl. The catalyst is O1CCCC1. The product is [NH2:28][CH2:27][C:22]1[NH:23][C:24](=[O:25])[C:19]([CH2:18][NH:17][C:15]([C:4]2[C:5]3[C:6]([CH3:14])=[CH:7][N:8]([CH:11]([CH3:12])[CH3:13])[C:9]=3[CH:10]=[C:2]([Br:1])[CH:3]=2)=[O:16])=[C:20]([CH3:36])[CH:21]=1. The yield is 0.820. (7) The reactants are [C:1](Cl)(=[O:5])[O:2][CH2:3][CH3:4].[C:7]([O:11][C:12]([N:14]1[CH2:21][C:20]2[C:19]([NH2:22])=[N:18][NH:17][C:16]=2[CH2:15]1)=[O:13])([CH3:10])([CH3:9])[CH3:8].C(N(C(C)C)CC)(C)C. The catalyst is C1COCC1. The product is [NH2:22][C:19]1[C:20]2[CH2:21][N:14]([C:12]([O:11][C:7]([CH3:10])([CH3:9])[CH3:8])=[O:13])[CH2:15][C:16]=2[N:17]([C:1]([O:2][CH2:3][CH3:4])=[O:5])[N:18]=1. The yield is 0.720. (8) The reactants are [Br:1][C:2]1[C:3](F)=[C:4]2[C:10]([NH:11][C:12]([C:14]3[CH:15]=[N:16][N:17]([CH2:19][C:20]4[CH:25]=[CH:24][C:23]([O:26][CH3:27])=[CH:22][CH:21]=4)[CH:18]=3)=[O:13])=[CH:9][NH:8][C:5]2=[N:6][CH:7]=1.[NH:29]1[CH2:34][CH2:33][CH2:32][C@@H:31]([NH:35][C:36](=[O:42])[O:37][C:38]([CH3:41])([CH3:40])[CH3:39])[CH2:30]1. The catalyst is CCCCO. The product is [Br:1][C:2]1[C:3]([N:29]2[CH2:34][CH2:33][CH2:32][C@@H:31]([NH:35][C:36](=[O:42])[O:37][C:38]([CH3:40])([CH3:39])[CH3:41])[CH2:30]2)=[C:4]2[C:10]([NH:11][C:12]([C:14]3[CH:15]=[N:16][N:17]([CH2:19][C:20]4[CH:25]=[CH:24][C:23]([O:26][CH3:27])=[CH:22][CH:21]=4)[CH:18]=3)=[O:13])=[CH:9][NH:8][C:5]2=[N:6][CH:7]=1. The yield is 0.180. (9) The reactants are Cl[C:2]1[N:3]=[CH:4][C:5]2[C:10]([C:11]([NH:13][CH2:14][C:15]3[C:16]([OH:23])=[N:17][C:18]([CH3:22])=[CH:19][C:20]=3[CH3:21])=[O:12])=[C:9]([CH3:24])[N:8]([C@@H:25]([C:27]3[CH:32]=[CH:31][CH:30]=[CH:29][CH:28]=3)[CH3:26])[C:6]=2[N:7]=1. The catalyst is N1CCCC1. The product is [OH:23][C:16]1[C:15]([CH2:14][NH:13][C:11]([C:10]2[C:5]3[CH:4]=[N:3][C:2]([N:8]4[CH2:9][CH2:10][CH2:5][CH2:6]4)=[N:7][C:6]=3[N:8]([C@@H:25]([C:27]3[CH:32]=[CH:31][CH:30]=[CH:29][CH:28]=3)[CH3:26])[C:9]=2[CH3:24])=[O:12])=[C:20]([CH3:21])[CH:19]=[C:18]([CH3:22])[N:17]=1. The yield is 0.600. (10) The reactants are [C:1]([C:3]1[CH:8]=[CH:7][C:6]([OH:9])=[CH:5][CH:4]=1)#[N:2].Br[CH2:11][C:12]([O:14][CH2:15][CH3:16])=[O:13].C([O-])([O-])=O.[K+].[K+]. The catalyst is CC(C)=O. The product is [C:1]([C:3]1[CH:8]=[CH:7][C:6]([O:9][CH2:11][C:12]([O:14][CH2:15][CH3:16])=[O:13])=[CH:5][CH:4]=1)#[N:2]. The yield is 0.950.